Predict the product of the given reaction. From a dataset of Forward reaction prediction with 1.9M reactions from USPTO patents (1976-2016). (1) The product is: [F:1][C:2]1[CH:3]=[C:4]([CH:8]=[C:9]([C:11]([F:14])([F:13])[F:12])[CH:10]=1)[C:5]([NH:22][C:21]1[CH:23]=[CH:24][C:18]([N+:15]([O-:17])=[O:16])=[C:19]([C:25]([F:26])([F:27])[F:28])[CH:20]=1)=[O:7]. Given the reactants [F:1][C:2]1[CH:3]=[C:4]([CH:8]=[C:9]([C:11]([F:14])([F:13])[F:12])[CH:10]=1)[C:5]([OH:7])=O.[N+:15]([C:18]1[CH:24]=[CH:23][C:21]([NH2:22])=[CH:20][C:19]=1[C:25]([F:28])([F:27])[F:26])([O-:17])=[O:16], predict the reaction product. (2) Given the reactants [OH-].[Na+].[Cl:3][C:4]1[C:9]([O:10][CH2:11][CH3:12])=[C:8]([CH2:13][N:14]2[CH2:17][C:16]3([CH2:21][C:20]([N:22]4[CH2:27][CH2:26][C:25]([CH3:33])([C:28]([O:30]CC)=[O:29])[CH2:24][CH2:23]4)=[N:19][O:18]3)[CH2:15]2)[CH:7]=[C:6]([CH:34]2[CH2:36][CH2:35]2)[C:5]=1[C:37]1[CH:42]=[CH:41][C:40]([F:43])=[CH:39][CH:38]=1.Cl, predict the reaction product. The product is: [Cl:3][C:4]1[C:9]([O:10][CH2:11][CH3:12])=[C:8]([CH2:13][N:14]2[CH2:15][C:16]3([CH2:21][C:20]([N:22]4[CH2:27][CH2:26][C:25]([CH3:33])([C:28]([OH:30])=[O:29])[CH2:24][CH2:23]4)=[N:19][O:18]3)[CH2:17]2)[CH:7]=[C:6]([CH:34]2[CH2:35][CH2:36]2)[C:5]=1[C:37]1[CH:38]=[CH:39][C:40]([F:43])=[CH:41][CH:42]=1. (3) Given the reactants C([O:4][C:5]([C:7]1([C:10]2[CH:15]=[CH:14][C:13]([C:16]3[CH:21]=[CH:20][C:19]([C:22]4[O:26][N:25]=[C:24]([CH3:27])[C:23]=4[NH:28][C:29]([O:31][C@@H:32]([C:34]4[CH:39]=[CH:38][CH:37]=[CH:36][CH:35]=4)[CH3:33])=[O:30])=[CH:18][CH:17]=3)=[CH:12][CH:11]=2)[CH2:9][CH2:8]1)=[O:6])(C)C.[OH-].[Na+], predict the reaction product. The product is: [CH3:27][C:24]1[C:23]([NH:28][C:29]([O:31][C@@H:32]([C:34]2[CH:35]=[CH:36][CH:37]=[CH:38][CH:39]=2)[CH3:33])=[O:30])=[C:22]([C:19]2[CH:20]=[CH:21][C:16]([C:13]3[CH:12]=[CH:11][C:10]([C:7]4([C:5]([OH:6])=[O:4])[CH2:9][CH2:8]4)=[CH:15][CH:14]=3)=[CH:17][CH:18]=2)[O:26][N:25]=1. (4) Given the reactants [CH:1]12CC3CC(CC(C3)C1)C2.C#N.C12(C(O)=O)CC3CC(CC(C3)C1)C2.[C-]#N.[Na+].[CH:29]([NH:31][C:32]12[CH2:41][CH:36]3[CH2:37][CH:38]([CH2:40][CH:34]([CH2:35]3)[CH2:33]1)[CH2:39]2)=[O:30], predict the reaction product. The product is: [C:29]([NH:31][C:32]12[CH2:41][CH:36]3[CH2:35][CH:34]([CH2:40][CH:38]([CH2:37]3)[CH2:39]1)[CH2:33]2)(=[O:30])[CH3:1].